From a dataset of Forward reaction prediction with 1.9M reactions from USPTO patents (1976-2016). Predict the product of the given reaction. (1) Given the reactants I[C:2]1[CH:3]=[N:4][N:5]2[C:10]([C:11]([F:14])([F:13])[F:12])=[CH:9][C:8]([C:15]3[CH:20]=[CH:19][C:18]([C:21]([F:24])([F:23])[F:22])=[CH:17][CH:16]=3)=[N:7][C:6]=12.[CH3:25][Si:26]([C:29]#[CH:30])([CH3:28])[CH3:27], predict the reaction product. The product is: [F:12][C:11]([F:14])([F:13])[C:10]1[N:5]2[N:4]=[CH:3][C:2]([C:30]#[C:29][Si:26]([CH3:28])([CH3:27])[CH3:25])=[C:6]2[N:7]=[C:8]([C:15]2[CH:20]=[CH:19][C:18]([C:21]([F:24])([F:23])[F:22])=[CH:17][CH:16]=2)[CH:9]=1. (2) Given the reactants Cl[C:2]1[C:11]2=[N:12][N:13](CC3C=CC(OC)=CC=3)[CH:14]=[C:10]2[C:9]2[C:4](=[CH:5][CH:6]=[CH:7][N:8]=2)[N:3]=1.[CH3:24][O:25][C:26]1[CH:27]=[C:28]([CH:30]=[CH:31][C:32]=1[O:33][CH3:34])[NH2:29].Cl, predict the reaction product. The product is: [CH3:24][O:25][C:26]1[CH:27]=[C:28]([NH:29][C:2]2[C:11]3[C:10](=[CH:14][NH:13][N:12]=3)[C:9]3[C:4]([N:3]=2)=[CH:5][CH:6]=[CH:7][N:8]=3)[CH:30]=[CH:31][C:32]=1[O:33][CH3:34]. (3) The product is: [Cl:1][C:2]1[CH:3]=[N:4][C:5]2[N:6]([N:8]=[C:9]([C:11]([N:20]3[CH2:19][CH2:18][N:17]4[N:21]=[N:22][CH:23]=[C:16]4[CH:15]3[CH3:14])=[O:13])[CH:10]=2)[CH:7]=1. Given the reactants [Cl:1][C:2]1[CH:3]=[N:4][C:5]2[N:6]([N:8]=[C:9]([C:11]([OH:13])=O)[CH:10]=2)[CH:7]=1.[CH3:14][CH:15]1[NH:20][CH2:19][CH2:18][N:17]2[N:21]=[N:22][CH:23]=[C:16]12, predict the reaction product. (4) The product is: [C:25]([O:29][C@@H:30]([C:36]1[C:51]([CH3:52])=[CH:50][C:39]2[N:40]=[C:41]([C:43]3[CH:48]=[CH:47][N:46]=[C:45]([C:9]4[CH:10]=[C:5]5[C:4]([CH3:24])=[N:3][N:2]([CH3:1])[C:6]5=[CH:7][N:8]=4)[CH:44]=3)[S:42][C:38]=2[C:37]=1[C:53]1[CH:54]=[CH:55][C:56]([Cl:59])=[CH:57][CH:58]=1)[C:31]([O:33][CH2:34][CH3:35])=[O:32])([CH3:26])([CH3:27])[CH3:28]. Given the reactants [CH3:1][N:2]1[C:6]2=[CH:7][N:8]=[C:9]([Sn](CCCC)(CCCC)CCCC)[CH:10]=[C:5]2[C:4]([CH3:24])=[N:3]1.[C:25]([O:29][C@@H:30]([C:36]1[C:51]([CH3:52])=[CH:50][C:39]2[N:40]=[C:41]([C:43]3[CH:48]=[CH:47][N:46]=[C:45](Cl)[CH:44]=3)[S:42][C:38]=2[C:37]=1[C:53]1[CH:58]=[CH:57][C:56]([Cl:59])=[CH:55][CH:54]=1)[C:31]([O:33][CH2:34][CH3:35])=[O:32])([CH3:28])([CH3:27])[CH3:26].[Cl-].[Li+].C([SnH](CCCC)CCCC)CCC, predict the reaction product. (5) Given the reactants C(NC(C)C)(C)C.[CH2:8]([Li])[CH2:9][CH2:10][CH3:11].[C:13]([OH:18])(=[O:17])/[CH:14]=[CH:15]/[CH3:16].CN(OC)C(C1CC1)=O.[Na+].[Cl-].Cl.CS(O)(=O)=O.[F:36][C:37]1[CH:51]=[CH:50][C:40]([C:41]([C:43]2[CH:48]=[CH:47][CH:46]=[CH:45][C:44]=2[NH2:49])=O)=[CH:39][CH:38]=1, predict the reaction product. The product is: [CH:10]1([C:11]2[C:16](/[CH:15]=[CH:14]/[C:13]([OH:18])=[O:17])=[C:41]([C:40]3[CH:50]=[CH:51][C:37]([F:36])=[CH:38][CH:39]=3)[C:43]3[C:44](=[CH:45][CH:46]=[CH:47][CH:48]=3)[N:49]=2)[CH2:8][CH2:9]1. (6) The product is: [NH2:7][CH2:8][CH2:9][CH2:10][N:11]([CH2:16][C:17]1[CH:22]=[CH:21][CH:20]=[C:19]([C:23]2[CH:28]=[CH:27][N:26]=[C:25]([NH:31][CH2:32][C:33]3[CH:38]=[CH:37][C:36]([OH:39])=[CH:35][CH:34]=3)[N:24]=2)[CH:18]=1)[S:12]([CH3:15])(=[O:13])=[O:14]. Given the reactants C(OC(=O)[NH:7][CH2:8][CH2:9][CH2:10][N:11]([CH2:16][C:17]1[CH:22]=[CH:21][CH:20]=[C:19]([C:23]2[CH:28]=[CH:27][N:26]=[C:25](Cl)[N:24]=2)[CH:18]=1)[S:12]([CH3:15])(=[O:14])=[O:13])(C)(C)C.[NH2:31][CH2:32][C:33]1[CH:38]=[CH:37][C:36]([OH:39])=[CH:35][CH:34]=1, predict the reaction product. (7) Given the reactants [Br:1][C:2]1[CH:3]=[C:4]([CH:8]=[C:9]([C:11]2[CH:16]=[CH:15][C:14]([CH3:17])=[CH:13][N:12]=2)[CH:10]=1)[C:5]([OH:7])=O.[CH3:18][C:19]1[N:24]=[CH:23][C:22]([CH2:25][NH2:26])=[CH:21][CH:20]=1.F[P-](F)(F)(F)(F)F.C[N+](C)=C(N(C)C)ON1C2N=CC=CC=2N=N1.C(N(CC)C(C)C)(C)C.CN(C)C=O, predict the reaction product. The product is: [Br:1][C:2]1[CH:3]=[C:4]([CH:8]=[C:9]([C:11]2[CH:16]=[CH:15][C:14]([CH3:17])=[CH:13][N:12]=2)[CH:10]=1)[C:5]([NH:26][CH2:25][C:22]1[CH:23]=[N:24][C:19]([CH3:18])=[CH:20][CH:21]=1)=[O:7].